From a dataset of Catalyst prediction with 721,799 reactions and 888 catalyst types from USPTO. Predict which catalyst facilitates the given reaction. (1) Reactant: C([Si](C)(C)[O:6][C@H:7]1[CH2:12][CH2:11][C@H:10]([NH:13][C:14]2[CH:19]=[CH:18][C:17]([S:20][C:21]([F:24])([F:23])[F:22])=[CH:16][CH:15]=2)[CH2:9][CH2:8]1)(C)(C)C.[F-:27].[CH2:28]([N+:32]([CH2:41][CH2:42][CH2:43][CH3:44])([CH2:37][CH2:38][CH2:39][CH3:40])[CH2:33][CH2:34][CH2:35][CH3:36])[CH2:29][CH2:30][CH3:31]. Product: [F:22][C:21]([S:20][C:17]1[CH:16]=[CH:15][C:14]([NH:13][C@H:10]2[CH2:11][CH2:12][C@H:7]([OH:6])[CH2:8][CH2:9]2)=[CH:19][CH:18]=1)([F:24])[F:23].[F-:27].[CH2:41]([N+:32]([CH2:28][CH2:29][CH2:30][CH3:31])([CH2:33][CH2:34][CH2:35][CH3:36])[CH2:37][CH2:38][CH2:39][CH3:40])[CH2:42][CH2:43][CH3:44]. The catalyst class is: 305. (2) Reactant: C[O:2][C:3](=[O:33])[CH:4]([O:6][C:7]1[CH:12]=[CH:11][C:10]([O:13][CH2:14][CH2:15][C@@H:16]([O:18][C:19]2[CH:24]=[CH:23][C:22]([CH2:25][CH3:26])=[CH:21][C:20]=2[C:27]2[S:28][CH:29]=[CH:30][N:31]=2)[CH3:17])=[CH:9][C:8]=1[CH3:32])[CH3:5]. Product: [CH2:25]([C:22]1[CH:23]=[CH:24][C:19]([O:18][C@@H:16]([CH3:17])[CH2:15][CH2:14][O:13][C:10]2[CH:11]=[CH:12][C:7]([O:6][CH:4]([CH3:5])[C:3]([OH:33])=[O:2])=[C:8]([CH3:32])[CH:9]=2)=[C:20]([C:27]2[S:28][CH:29]=[CH:30][N:31]=2)[CH:21]=1)[CH3:26]. The catalyst class is: 5.